From a dataset of NCI-60 drug combinations with 297,098 pairs across 59 cell lines. Regression. Given two drug SMILES strings and cell line genomic features, predict the synergy score measuring deviation from expected non-interaction effect. Drug 1: C1=CN(C=N1)CC(O)(P(=O)(O)O)P(=O)(O)O. Drug 2: C(=O)(N)NO. Cell line: SNB-19. Synergy scores: CSS=0.892, Synergy_ZIP=5.65, Synergy_Bliss=1.79, Synergy_Loewe=0.958, Synergy_HSA=0.520.